Dataset: Forward reaction prediction with 1.9M reactions from USPTO patents (1976-2016). Task: Predict the product of the given reaction. (1) Given the reactants [CH3:1][CH:2]1[CH2:6][CH2:5][CH2:4][N:3]1[CH2:7][CH2:8][CH2:9][O:10][C:11]1[CH:16]=[CH:15][C:14]([C:17]2[S:18][C:19]3[CH2:20][NH:21][CH2:22][CH2:23][C:24]=3[N:25]=2)=[CH:13][CH:12]=1.[S:26]1[CH:30]=[CH:29][CH:28]=[C:27]1[CH2:31][CH2:32][N:33]=[C:34]=[O:35].O, predict the reaction product. The product is: [CH3:1][CH:2]1[CH2:6][CH2:5][CH2:4][N:3]1[CH2:7][CH2:8][CH2:9][O:10][C:11]1[CH:12]=[CH:13][C:14]([C:17]2[S:18][C:19]3[CH2:20][N:21]([C:34]([NH:33][CH2:32][CH2:31][C:27]4[S:26][CH:30]=[CH:29][CH:28]=4)=[O:35])[CH2:22][CH2:23][C:24]=3[N:25]=2)=[CH:15][CH:16]=1. (2) Given the reactants [F:1][C:2]1[CH:23]=[CH:22][C:5]([CH2:6][N:7]2[C:11]3=[CH:12][N:13]=[C:14]([C:17]([O:19][CH2:20][CH3:21])=[O:18])[C:15]([OH:16])=[C:10]3[CH:9]=[CH:8]2)=[CH:4][CH:3]=1.C(N(CC)CC)C.[F:31][C:32]([F:45])([F:44])[S:33](O[S:33]([C:32]([F:45])([F:44])[F:31])(=[O:35])=[O:34])(=[O:35])=[O:34], predict the reaction product. The product is: [F:1][C:2]1[CH:3]=[CH:4][C:5]([CH2:6][N:7]2[C:11]3=[CH:12][N:13]=[C:14]([C:17]([O:19][CH2:20][CH3:21])=[O:18])[C:15]([O:16][S:33]([C:32]([F:45])([F:44])[F:31])(=[O:35])=[O:34])=[C:10]3[CH:9]=[CH:8]2)=[CH:22][CH:23]=1. (3) Given the reactants [Cl:1][C:2]1[CH:9]=[C:6]([CH:7]=[O:8])[C:5]([OH:10])=[CH:4][CH:3]=1.C(=O)([O-])[O-].[K+].[K+].Br[CH2:18][CH2:19][O:20][Si:21]([C:24]([CH3:27])([CH3:26])[CH3:25])([CH3:23])[CH3:22], predict the reaction product. The product is: [C:24]([Si:21]([CH3:23])([CH3:22])[O:20][CH2:19][CH2:18][O:10][C:5]1[CH:4]=[CH:3][C:2]([Cl:1])=[CH:9][C:6]=1[CH:7]=[O:8])([CH3:27])([CH3:26])[CH3:25]. (4) Given the reactants [CH2:1]([O:8][C:9]1[CH:10]=[CH:11][C:12]2[C:13]3[N:22]([CH2:23][CH2:24][O:25][C:26]4[CH:31]=[CH:30][CH:29]=[CH:28][CH:27]=4)[C:21]([CH2:32][CH2:33][CH2:34][CH3:35])=[N:20][C:14]=3[CH:15]=[N+:16]([O-])[C:17]=2[CH:18]=1)[C:2]1[CH:7]=[CH:6][CH:5]=[CH:4][CH:3]=1.ClC(Cl)(Cl)C([N:40]=C=O)=O.C[O-].[Na+], predict the reaction product. The product is: [CH2:1]([O:8][C:9]1[CH:10]=[CH:11][C:12]2[C:13]3[N:22]([CH2:23][CH2:24][O:25][C:26]4[CH:31]=[CH:30][CH:29]=[CH:28][CH:27]=4)[C:21]([CH2:32][CH2:33][CH2:34][CH3:35])=[N:20][C:14]=3[C:15]([NH2:40])=[N:16][C:17]=2[CH:18]=1)[C:2]1[CH:7]=[CH:6][CH:5]=[CH:4][CH:3]=1. (5) Given the reactants FC(F)(F)C([O-])=O.[CH3:8][O:9][C:10](=[O:28])/[CH:11]=[CH:12]/[C:13]1[CH:27]=[CH:26][C:16]2[NH:17][C:18]([C:20]3([NH3+:25])[CH2:24][CH2:23][CH2:22][CH2:21]3)=[N:19][C:15]=2[CH:14]=1.[CH:29]1([C:35]2[C:43]3[C:38](=[CH:39][C:40]([C:44](O)=[O:45])=[CH:41][CH:42]=3)[N:37]([CH2:47][C:48]([N:50]([CH3:52])[CH3:51])=[O:49])[C:36]=2[C:53]2[CH:58]=[CH:57][CH:56]=[CH:55][CH:54]=2)[CH2:34][CH2:33][CH2:32][CH2:31][CH2:30]1.CN(C(ON1N=NC2C=CC=NC1=2)=[N+](C)C)C.F[P-](F)(F)(F)(F)F.CCN(C(C)C)C(C)C, predict the reaction product. The product is: [CH:29]1([C:35]2[C:43]3[C:38](=[CH:39][C:40]([C:44]([NH:25][C:20]4([C:18]5[NH:17][C:16]6[CH:26]=[CH:27][C:13](/[CH:12]=[CH:11]/[C:10]([O:9][CH3:8])=[O:28])=[CH:14][C:15]=6[N:19]=5)[CH2:24][CH2:23][CH2:22][CH2:21]4)=[O:45])=[CH:41][CH:42]=3)[N:37]([CH2:47][C:48]([N:50]([CH3:52])[CH3:51])=[O:49])[C:36]=2[C:53]2[CH:58]=[CH:57][CH:56]=[CH:55][CH:54]=2)[CH2:34][CH2:33][CH2:32][CH2:31][CH2:30]1. (6) Given the reactants [CH2:1]([C:5]1=[CH:6][N:7]([C:24]([CH3:27])([CH3:26])[CH3:25])[S:8]/[C:9]/1=[N:10]\[C:11]([C@:13]1([CH3:23])[CH2:17][CH2:16][C@H:15]([C:18]([OH:20])=O)[C:14]1([CH3:22])[CH3:21])=[O:12])[CH2:2][CH2:3][CH3:4].Cl.[CH:29]1([NH2:32])[CH2:31][CH2:30]1, predict the reaction product. The product is: [CH2:1]([C:5]1=[CH:6][N:7]([C:24]([CH3:25])([CH3:26])[CH3:27])[S:8]/[C:9]/1=[N:10]\[C:11]([C@:13]1([CH3:23])[CH2:17][CH2:16][C@H:15]([C:18]([NH:32][CH:29]2[CH2:31][CH2:30]2)=[O:20])[C:14]1([CH3:22])[CH3:21])=[O:12])[CH2:2][CH2:3][CH3:4]. (7) Given the reactants [Cl:1][C:2]1[CH:3]=[C:4]([NH2:13])[CH:5]=[CH:6][C:7]=1[O:8][C:9]([F:12])([F:11])[F:10].N1C(C)=CC=CC=1C.Br[CH2:23][CH2:24][C:25]([O:27][C:28]([CH3:31])([CH3:30])[CH3:29])=[O:26], predict the reaction product. The product is: [C:28]([O:27][C:25](=[O:26])[CH2:24][CH2:23][NH:13][C:4]1[CH:5]=[CH:6][C:7]([O:8][C:9]([F:11])([F:12])[F:10])=[C:2]([Cl:1])[CH:3]=1)([CH3:31])([CH3:30])[CH3:29]. (8) Given the reactants [Cl:1][C:2]1[S:6][CH:5]=[C:4]([NH2:7])[CH:3]=1.[C:8](N1C=CN=C1)(N1C=CN=C1)=[S:9].N1C=CN=C1, predict the reaction product. The product is: [Cl:1][C:2]1[S:6][CH:5]=[C:4]([N:7]=[C:8]=[S:9])[CH:3]=1. (9) Given the reactants [C:1]([C:5]1[O:9][N:8]=[C:7]([C:10]2[CH:15]=[C:14](Cl)[C:13]([CH:17]3[CH2:19][CH2:18]3)=[CH:12][N:11]=2)[N:6]=1)([CH3:4])([CH3:3])[CH3:2].[O:20]1[CH2:25][CH2:24][CH:23]([OH:26])[CH2:22][CH2:21]1, predict the reaction product. The product is: [C:1]([C:5]1[O:9][N:8]=[C:7]([C:10]2[CH:15]=[C:14]([O:26][CH:23]3[CH2:24][CH2:25][O:20][CH2:21][CH2:22]3)[C:13]([CH:17]3[CH2:19][CH2:18]3)=[CH:12][N:11]=2)[N:6]=1)([CH3:4])([CH3:3])[CH3:2]. (10) Given the reactants [C:1]([CH2:3][C:4](Cl)=[O:5])#[N:2].[CH3:7][NH:8][CH2:9][CH2:10][CH2:11][Si:12]([O:17][CH3:18])([O:15][CH3:16])[O:13][CH3:14].N1C=CC=CC=1, predict the reaction product. The product is: [CH3:7][N:8]([CH2:9][CH2:10][CH2:11][Si:12]([O:15][CH3:16])([O:17][CH3:18])[O:13][CH3:14])[C:4](=[O:5])[CH2:3][C:1]#[N:2].